Dataset: Forward reaction prediction with 1.9M reactions from USPTO patents (1976-2016). Task: Predict the product of the given reaction. (1) Given the reactants S(Cl)([Cl:3])=O.Cl.[NH2:6][CH:7]([CH2:11][S:12][C:13]([CH3:16])([CH3:15])[CH3:14])[C:8]([OH:10])=[O:9].[CH3:17][CH:18](O)[CH3:19], predict the reaction product. The product is: [ClH:3].[CH:18]([O:9][C:8](=[O:10])[CH:7]([NH2:6])[CH2:11][S:12][C:13]([CH3:16])([CH3:15])[CH3:14])([CH3:19])[CH3:17]. (2) The product is: [CH:1]1([NH:4][C:5](=[O:6])[C:7]2[C:8]([C:18]([F:21])([F:20])[F:19])=[CH:9][C:10](/[CH:13]=[CH:14]/[C:15](=[O:17])[NH:25][CH:24]([C:26]3[CH:31]=[CH:30][CH:29]=[C:28]([C:32]([F:33])([F:34])[F:35])[CH:27]=3)[C:23]([F:37])([F:36])[F:22])=[N:11][CH:12]=2)[CH2:2][CH2:3]1. Given the reactants [CH:1]1([NH:4][C:5]([C:7]2[C:8]([C:18]([F:21])([F:20])[F:19])=[CH:9][C:10](/[CH:13]=[CH:14]/[C:15]([OH:17])=O)=[N:11][CH:12]=2)=[O:6])[CH2:3][CH2:2]1.[F:22][C:23]([F:37])([F:36])[CH:24]([C:26]1[CH:31]=[CH:30][CH:29]=[C:28]([C:32]([F:35])([F:34])[F:33])[CH:27]=1)[NH2:25].CN(C(ON1N=NC2C=CC=CC1=2)=[N+](C)C)C.F[P-](F)(F)(F)(F)F.CN1CCOCC1, predict the reaction product. (3) The product is: [CH2:1]([N:8]([C:21]([O:23][C:24]([CH3:27])([CH3:26])[CH3:25])=[O:22])[CH:9]1[CH2:15][CH2:14][CH2:13][C:12]2[CH:16]=[C:17]([Cl:28])[C:18]([OH:20])=[CH:19][C:11]=2[CH2:10]1)[C:2]1[CH:3]=[CH:4][CH:5]=[CH:6][CH:7]=1. Given the reactants [CH2:1]([N:8]([C:21]([O:23][C:24]([CH3:27])([CH3:26])[CH3:25])=[O:22])[CH:9]1[CH2:15][CH2:14][CH2:13][C:12]2[CH:16]=[CH:17][C:18]([OH:20])=[CH:19][C:11]=2[CH2:10]1)[C:2]1[CH:7]=[CH:6][CH:5]=[CH:4][CH:3]=1.[Cl:28]NC(=O)CCC(N)=O.C(=O)([O-])O.[Na+], predict the reaction product. (4) Given the reactants [OH:1][N:2]1[C:6](=[O:7])[C:5]2=[CH:8][CH:9]=[CH:10][CH:11]=[C:4]2[C:3]1=[O:12].[CH2:13]1[CH2:23]CN2C(=NCCC2)C[CH2:14]1.C(Br)C=C, predict the reaction product. The product is: [CH2:23]([O:1][N:2]1[C:3](=[O:12])[C:4]2=[CH:11][CH:10]=[CH:9][CH:8]=[C:5]2[C:6]1=[O:7])[CH:13]=[CH2:14]. (5) Given the reactants [CH2:1]([C:3]1[CH:4]=[C:5]([C:9]2[C:14]([F:15])=[CH:13][CH:12]=[CH:11][C:10]=2[C:16]([CH:24]2[CH2:29][CH2:28][N:27]([C:30]([C:32]3[CH:33]=[C:34]([CH:44]=[CH:45][CH:46]=3)[CH2:35][NH:36]C(=O)OC(C)(C)C)=[O:31])[CH2:26][CH2:25]2)([OH:23])[CH2:17][CH2:18][CH2:19][CH2:20][O:21][CH3:22])[CH:6]=[CH:7][CH:8]=1)[CH3:2].Cl, predict the reaction product. The product is: [NH2:36][CH2:35][C:34]1[CH:33]=[C:32]([C:30]([N:27]2[CH2:26][CH2:25][CH:24]([C:16]([C:10]3[CH:11]=[CH:12][CH:13]=[C:14]([F:15])[C:9]=3[C:5]3[CH:6]=[CH:7][CH:8]=[C:3]([CH2:1][CH3:2])[CH:4]=3)([OH:23])[CH2:17][CH2:18][CH2:19][CH2:20][O:21][CH3:22])[CH2:29][CH2:28]2)=[O:31])[CH:46]=[CH:45][CH:44]=1. (6) The product is: [Cl:1][C:2]1[CH:3]=[C:4]2[C:8](=[CH:9][CH:10]=1)[NH:7][CH:6]=[C:5]2[CH2:11][NH:12][C:13](=[O:22])[C:14]1[CH:19]=[CH:18][C:17]([CH2:20][C:26]2[CH:25]=[C:24]([F:23])[CH:29]=[C:28]([F:30])[CH:27]=2)=[CH:16][CH:15]=1. Given the reactants [Cl:1][C:2]1[CH:3]=[C:4]2[C:8](=[CH:9][CH:10]=1)[NH:7][CH:6]=[C:5]2[CH2:11][NH:12][C:13](=[O:22])[C:14]1[CH:19]=[CH:18][C:17]([CH2:20]Cl)=[CH:16][CH:15]=1.[F:23][C:24]1[CH:25]=[C:26](B(O)O)[CH:27]=[C:28]([F:30])[CH:29]=1.C(=O)([O-])[O-].[Na+].[Na+].[I-].[Na+], predict the reaction product. (7) Given the reactants Cl[C:2]1[N:3]=[C:4]([OH:12])[C:5]2[CH:11]=[CH:10][N:9]=[CH:8][C:6]=2[N:7]=1.[CH3:13][N:14]([CH2:22][CH:23]1[C:32]2[C:27](=[CH:28][CH:29]=[CH:30][CH:31]=2)[CH2:26][CH2:25][CH2:24]1)[C:15]1[CH:20]=[CH:19][C:18]([OH:21])=[CH:17][CH:16]=1, predict the reaction product. The product is: [CH3:13][N:14]([CH2:22][CH:23]1[C:32]2[C:27](=[CH:28][CH:29]=[CH:30][CH:31]=2)[CH2:26][CH2:25][CH2:24]1)[C:15]1[CH:20]=[CH:19][C:18]([O:21][C:2]2[N:3]=[C:4]([OH:12])[C:5]3[CH:11]=[CH:10][N:9]=[CH:8][C:6]=3[N:7]=2)=[CH:17][CH:16]=1.